Dataset: Catalyst prediction with 721,799 reactions and 888 catalyst types from USPTO. Task: Predict which catalyst facilitates the given reaction. (1) The catalyst class is: 108. Product: [C:1]([C:3]1[CH:8]=[CH:7][C:6]([C:16]2[CH:15]=[C:14]3[C:19](=[CH:18][CH:17]=2)[NH:11][C:12](=[O:28])[C:13]23[CH2:24][CH2:23][CH2:22][CH2:21][CH2:20]2)=[CH:5][C:4]=1[F:10])#[N:2]. Reactant: [C:1]([C:3]1[CH:8]=[CH:7][C:6](Br)=[CH:5][C:4]=1[F:10])#[N:2].[NH:11]1[C:19]2[C:14](=[CH:15][CH:16]=[CH:17][CH:18]=2)[C:13]2([CH2:24][CH:23](B(O)O)[CH2:22][CH2:21][CH2:20]2)[C:12]1=[O:28].C([O-])(=O)C.[Na+].[OH-].[Na+]. (2) Reactant: [CH3:1][O:2][CH2:3][C:4]1[CH:13]=[CH:12][CH:11]=[C:10]([O:14][CH2:15][C:16]#[CH:17])[C:5]=1[C:6]([O:8][CH3:9])=[O:7]. Product: [CH3:1][O:2][CH2:3][C:4]1[C:5]([C:6]([O:8][CH3:9])=[O:7])=[C:10]2[C:11]([CH:17]=[CH:16][CH2:15][O:14]2)=[CH:12][CH:13]=1. The catalyst class is: 11. (3) Reactant: [NH2:1][C:2]1[C:7]2=[C:8]([C:21]3[S:22][C:23]4[C:29]([O:30][CH3:31])=[CH:28][C:27]([CH3:32])=[CH:26][C:24]=4[CH:25]=3)[C:9]([CH2:13][N:14]3[CH2:19][CH2:18][NH:17][C:16](=[O:20])[CH2:15]3)=[C:10]([CH2:11][OH:12])[N:6]2[N:5]=[CH:4][N:3]=1.S(Cl)(Cl)=O.[CH2:37](O)[CH3:38].CC[O-].[Na+]. Product: [NH2:1][C:2]1[C:7]2=[C:8]([C:21]3[S:22][C:23]4[C:29]([O:30][CH3:31])=[CH:28][C:27]([CH3:32])=[CH:26][C:24]=4[CH:25]=3)[C:9]([CH2:13][N:14]3[CH2:19][CH2:18][NH:17][C:16](=[O:20])[CH2:15]3)=[C:10]([CH2:11][O:12][CH2:37][CH3:38])[N:6]2[N:5]=[CH:4][N:3]=1. The catalyst class is: 4. (4) Reactant: [O:1]=[C:2]1[N:6]([C:7]2[CH:12]=[CH:11][CH:10]=[CH:9][CH:8]=2)[N:5]=[C:4]([C:13]([OH:15])=O)[NH:3]1.CN(C(ON1N=NC2C=CC(=CC1=2)Cl)=[N+](C)C)C.F[P-](F)(F)(F)(F)F.CCN(C(C)C)C(C)C.C([O:52][C:53](=[O:73])[C@H:54]([OH:72])[CH2:55][C@H:56]([NH2:71])[CH2:57][C:58]1[CH:63]=[CH:62][C:61]([C:64]2[CH:69]=[CH:68][CH:67]=[C:66]([Cl:70])[CH:65]=2)=[CH:60][CH:59]=1)C.CCO.[Li+].[OH-].O. Product: [Cl:70][C:66]1[CH:65]=[C:64]([C:61]2[CH:60]=[CH:59][C:58]([CH2:57][C@@H:56]([NH:71][C:13]([C:4]3[NH:3][C:2](=[O:1])[N:6]([C:7]4[CH:8]=[CH:9][CH:10]=[CH:11][CH:12]=4)[N:5]=3)=[O:15])[CH2:55][C@@H:54]([OH:72])[C:53]([OH:73])=[O:52])=[CH:63][CH:62]=2)[CH:69]=[CH:68][CH:67]=1. The catalyst class is: 3. (5) Product: [CH2:8]([N:5]1[CH2:6][CH2:7][CH:2]([NH:1][C:16]([NH:15][CH2:18][C:19]([O:21][CH2:22][CH3:23])=[O:20])=[O:17])[CH2:3][CH2:4]1)[C:9]1[CH:14]=[CH:13][CH:12]=[CH:11][CH:10]=1. Reactant: [NH2:1][CH:2]1[CH2:7][CH2:6][N:5]([CH2:8][C:9]2[CH:14]=[CH:13][CH:12]=[CH:11][CH:10]=2)[CH2:4][CH2:3]1.[N:15]([CH2:18][C:19]([O:21][CH2:22][CH3:23])=[O:20])=[C:16]=[O:17]. The catalyst class is: 7. (6) Reactant: [C:1]1([C:7]2([C:10]([NH2:12])=O)[CH2:9][CH2:8]2)[CH:6]=[CH:5][CH:4]=[CH:3][CH:2]=1.[H-].[H-].[H-].[H-].[Li+].[Al+3]. Product: [C:1]1([C:7]2([CH2:10][NH2:12])[CH2:8][CH2:9]2)[CH:6]=[CH:5][CH:4]=[CH:3][CH:2]=1. The catalyst class is: 7. (7) The catalyst class is: 11. Reactant: CCCCCCCCCCC.[CH2:12]([C:15]1([CH3:25])[CH:21]2[CH2:22][C:18]([CH3:23])([CH2:19][CH2:20]2)[CH2:17][C:16]1=[O:24])[CH:13]=[CH2:14].COCCO[AlH2-]OCCOC.[Na+]. Product: [CH2:12]([C:15]1([CH3:25])[CH:21]2[CH2:22][C:18]([CH3:23])([CH2:19][CH2:20]2)[CH2:17][CH:16]1[OH:24])[CH:13]=[CH2:14]. (8) Reactant: O[C:2]1[C:11]([N+:12]([O-:14])=[O:13])=[CH:10][C:5]([C:6]([O:8][CH3:9])=[O:7])=[CH:4][C:3]=1[O:15][CH3:16].C(Cl)(=O)C([Cl:20])=O. Product: [Cl:20][C:2]1[C:11]([N+:12]([O-:14])=[O:13])=[CH:10][C:5]([C:6]([O:8][CH3:9])=[O:7])=[CH:4][C:3]=1[O:15][CH3:16]. The catalyst class is: 3. (9) Reactant: [CH:1]1([CH2:4][O:5][C:6]2[CH:14]=[CH:13][C:9]3[O:10][CH2:11][O:12][C:8]=3[C:7]=2[C:15]2[C:16]3[NH:23][CH:22]=[C:21]([C:24](O)=[O:25])[C:17]=3[N:18]=[CH:19][N:20]=2)[CH2:3][CH2:2]1.Cl.[NH2:28][C@H:29]([CH3:59])[C:30]([N:32]1[CH2:37][CH2:36][CH:35]([N:38]2[N:47]=[C:46]([C:48]3[CH:53]=[CH:52][C:51]([O:54][CH3:55])=[C:50]([O:56][CH3:57])[CH:49]=3)[C@@H:45]3[C@@H:40]([CH2:41][CH2:42][CH2:43][CH2:44]3)[C:39]2=[O:58])[CH2:34][CH2:33]1)=[O:31].CN(C(ON1N=NC2C=CC=CC1=2)=[N+](C)C)C.F[P-](F)(F)(F)(F)F.CCN(C(C)C)C(C)C.C(=O)(O)[O-].[Na+]. Product: [CH:1]1([CH2:4][O:5][C:6]2[CH:14]=[CH:13][C:9]3[O:10][CH2:11][O:12][C:8]=3[C:7]=2[C:15]2[C:16]3[NH:23][CH:22]=[C:21]([C:24]([NH:28][C@H:29]([CH3:59])[C:30]([N:32]4[CH2:33][CH2:34][CH:35]([N:38]5[N:47]=[C:46]([C:48]6[CH:53]=[CH:52][C:51]([O:54][CH3:55])=[C:50]([O:56][CH3:57])[CH:49]=6)[C@@H:45]6[C@@H:40]([CH2:41][CH2:42][CH2:43][CH2:44]6)[C:39]5=[O:58])[CH2:36][CH2:37]4)=[O:31])=[O:25])[C:17]=3[N:18]=[CH:19][N:20]=2)[CH2:3][CH2:2]1. The catalyst class is: 2.